From a dataset of Reaction yield outcomes from USPTO patents with 853,638 reactions. Predict the reaction yield, written as a fraction of the theoretical maximum amount of product (1.0 means a 100% yield; for example, 0.34 means a 34% yield). (1) The reactants are [Br:1][C:2]1[CH:7]=[CH:6][C:5]([C@@H:8]([N:10]2[CH2:15][CH2:14][C@:13]([CH2:22][C:23](=[O:25])[CH3:24])([C:16]3[CH:21]=[CH:20][CH:19]=[CH:18][CH:17]=3)[O:12][C:11]2=[O:26])[CH3:9])=[CH:4][CH:3]=1.[CH3:27][Mg]Br. The catalyst is C1COCC1. The product is [Br:1][C:2]1[CH:7]=[CH:6][C:5]([C@@H:8]([N:10]2[CH2:15][CH2:14][C@:13]([CH2:22][C:23]([OH:25])([CH3:27])[CH3:24])([C:16]3[CH:17]=[CH:18][CH:19]=[CH:20][CH:21]=3)[O:12][C:11]2=[O:26])[CH3:9])=[CH:4][CH:3]=1. The yield is 0.650. (2) The reactants are C([O-])(=O)C1C=CC=CC=1.[CH2:10]([N:12]([C:24]1[C:33]([CH3:34])=[CH:32][C:31]2[C:30]([CH3:36])([CH3:35])[CH2:29][CH:28]=[C:27]([C:37]([CH3:40])([CH3:39])[CH3:38])[C:26]=2[CH:25]=1)[C:13]1[CH:23]=[CH:22][C:16]([C:17]([O:19]CC)=[O:18])=[CH:15][CH:14]=1)[CH3:11]. No catalyst specified. The product is [CH2:10]([N:12]([C:24]1[C:33]([CH3:34])=[CH:32][C:31]2[C:30]([CH3:36])([CH3:35])[CH2:29][CH:28]=[C:27]([C:37]([CH3:38])([CH3:40])[CH3:39])[C:26]=2[CH:25]=1)[C:13]1[CH:14]=[CH:15][C:16]([C:17]([OH:19])=[O:18])=[CH:22][CH:23]=1)[CH3:11]. The yield is 1.00.